From a dataset of Reaction yield outcomes from USPTO patents with 853,638 reactions. Predict the reaction yield, written as a fraction of the theoretical maximum amount of product (1.0 means a 100% yield; for example, 0.34 means a 34% yield). (1) The product is [Cl:12][C:13]1[C:14]2[CH:25]=[CH:24][C:23]([F:26])=[CH:22][C:15]=2[S:16][C:17]=1[C:18]([NH:20][N:21]=[C:8]([CH2:7][C:6]([C:2]1[O:1][CH:5]=[CH:4][CH:3]=1)=[O:11])[CH3:9])=[O:19]. The reactants are [O:1]1[CH:5]=[CH:4][CH:3]=[C:2]1[C:6](=[O:11])[CH2:7][C:8](=O)[CH3:9].[Cl:12][C:13]1[C:14]2[CH:25]=[CH:24][C:23]([F:26])=[CH:22][C:15]=2[S:16][C:17]=1[C:18]([NH:20][NH2:21])=[O:19]. The yield is 0.540. The catalyst is C1COCC1. (2) The reactants are C[O:2][C:3]([C:5]1[CH:6]=[C:7]([Cl:24])[CH:8]=[C:9]2[C:14]=1[NH:13][CH:12]([C:15]1[CH:20]=[CH:19][CH:18]=[C:17](Br)[CH:16]=1)[CH2:11][C:10]2([CH3:23])[CH3:22])=[O:4].Cl.[CH3:26][NH:27][CH3:28].Cl.CN(C)CC(O)=O.C(=O)([O-])[O-].[K+].[K+]. The catalyst is CS(C)=O.[Cu]I.C(OCC)(=O)C. The product is [Cl:24][C:7]1[CH:8]=[C:9]2[C:14](=[C:5]([C:3]([OH:2])=[O:4])[CH:6]=1)[NH:13][CH:12]([C:15]1[CH:20]=[CH:19][CH:18]=[C:17]([N:27]([CH3:28])[CH3:26])[CH:16]=1)[CH2:11][C:10]2([CH3:23])[CH3:22]. The yield is 0.510. (3) The reactants are [CH3:1][C:2]1[C:6]([CH3:7])=[C:5]([NH:8][C:9](=[O:16])OCC(Cl)(Cl)Cl)[O:4][N:3]=1.[F:17][C:18]1[CH:23]=[C:22]([F:24])[CH:21]=[CH:20][C:19]=1[C:25]1[CH:26]=[C:27]([N:31]2[CH2:36][CH2:35][NH:34][CH2:33][CH2:32]2)[CH:28]=[N:29][CH:30]=1. The catalyst is O1CCCC1.CCCCCC. The product is [F:17][C:18]1[CH:23]=[C:22]([F:24])[CH:21]=[CH:20][C:19]=1[C:25]1[CH:26]=[C:27]([N:31]2[CH2:32][CH2:33][N:34]([C:9]([NH:8][C:5]3[O:4][N:3]=[C:2]([CH3:1])[C:6]=3[CH3:7])=[O:16])[CH2:35][CH2:36]2)[CH:28]=[N:29][CH:30]=1. The yield is 0.600. (4) The reactants are [H-].C([Al+]CC(C)C)C(C)C.C1(C)C=CC=CC=1.[CH3:18][CH:19]([C:21]1[O:25][N:24]=[C:23]([C:26]2[CH:31]=[CH:30][CH:29]=[CH:28][C:27]=2[O:32][C:33]([F:36])([F:35])[F:34])[C:22]=1[C:37](OC)=[O:38])[CH3:20].[C@H](O)(C([O-])=O)[C@@H](O)C([O-])=O.[Na+].[K+]. The catalyst is O1CCCC1. The product is [CH3:20][CH:19]([C:21]1[O:25][N:24]=[C:23]([C:26]2[CH:31]=[CH:30][CH:29]=[CH:28][C:27]=2[O:32][C:33]([F:35])([F:36])[F:34])[C:22]=1[CH2:37][OH:38])[CH3:18]. The yield is 0.380. (5) The reactants are C([O:8][C:9]1[C:18]2[C:13](=[CH:14][CH:15]=[CH:16][CH:17]=2)[CH:12]=[CH:11][C:10]=1[CH2:19][C:20]([O:22][CH3:23])=[O:21])C1C=CC=CC=1. The catalyst is [C].[Pd].C(O)C. The product is [OH:8][C:9]1[C:18]2[C:13](=[CH:14][CH:15]=[CH:16][CH:17]=2)[CH:12]=[CH:11][C:10]=1[CH2:19][C:20]([O:22][CH3:23])=[O:21]. The yield is 0.850. (6) The reactants are FC(F)(F)C(O)=O.[CH3:8][CH:9]([O:11][C:12]1[CH:19]=[CH:18][C:17]([C:20]2[O:24][N:23]=[C:22]([C:25]3[CH:34]=[CH:33][CH:32]=[C:31]4[C:26]=3[CH2:27][CH2:28][NH:29][CH2:30]4)[N:21]=2)=[CH:16][C:13]=1[C:14]#[N:15])[CH3:10].C(=O)([O-])[O-].[K+].[K+].Br[CH2:42][C:43]([O:45][C:46]([CH3:49])([CH3:48])[CH3:47])=[O:44]. The catalyst is C(#N)C. The product is [C:14]([C:13]1[CH:16]=[C:17]([C:20]2[O:24][N:23]=[C:22]([C:25]3[CH:34]=[CH:33][CH:32]=[C:31]4[C:26]=3[CH2:27][CH2:28][N:29]([CH2:42][C:43]([O:45][C:46]([CH3:49])([CH3:48])[CH3:47])=[O:44])[CH2:30]4)[N:21]=2)[CH:18]=[CH:19][C:12]=1[O:11][CH:9]([CH3:8])[CH3:10])#[N:15]. The yield is 1.24.